Dataset: Catalyst prediction with 721,799 reactions and 888 catalyst types from USPTO. Task: Predict which catalyst facilitates the given reaction. (1) Reactant: Cl.[O:2]1[CH2:7][CH2:6][CH:5]([CH2:8][O:9][C:10]2[CH:11]=[C:12](/[CH:16]=[CH:17]/[CH2:18][NH2:19])[CH:13]=[CH:14][CH:15]=2)[CH2:4][CH2:3]1. Product: [O:2]1[CH2:7][CH2:6][CH:5]([CH2:8][O:9][C:10]2[CH:11]=[C:12]([CH2:16][CH2:17][CH2:18][NH2:19])[CH:13]=[CH:14][CH:15]=2)[CH2:4][CH2:3]1. The catalyst class is: 50. (2) Reactant: [NH2:1][C:2]1[N:7]=[C:6]([C:8]2[CH:15]=[CH:14][C:11]([C:12]#[N:13])=[C:10](F)[CH:9]=2)[CH:5]=[C:4]([N:17]2[CH2:22][CH2:21]O[CH:19]([C:23]3[NH:27][C:26]4[CH:28]=[CH:29][C:30]([F:32])=[CH:31][C:25]=4[N:24]=3)[CH2:18]2)[N:3]=1.[OH2:33].[NH2:34][NH2:35]. Product: [NH2:1][C:2]1[N:7]=[C:6]([C:8]2[CH:9]=[C:10]3[C:11]([C:12]([NH2:13])=[N:34][NH:35]3)=[CH:14][CH:15]=2)[CH:5]=[C:4]([N:17]2[CH2:22][CH2:21][O:33][CH:19]([C:23]3[NH:27][C:26]4[CH:28]=[CH:29][C:30]([F:32])=[CH:31][C:25]=4[N:24]=3)[CH2:18]2)[N:3]=1. The catalyst class is: 8. (3) Reactant: C[O:2][C:3]1[CH:25]=[CH:24][C:6]2[C:7]([C:10]3[CH:15]=[C:14]([CH2:16][CH2:17][CH3:18])[C:13]([O:19]C)=[CH:12][C:11]=3[CH2:21][CH2:22][CH3:23])=[N:8][O:9][C:5]=2[CH:4]=1.B(Br)(Br)Br. Product: [OH:19][C:13]1[C:14]([CH2:16][CH2:17][CH3:18])=[CH:15][C:10]([C:7]2[C:6]3[CH:24]=[CH:25][C:3]([OH:2])=[CH:4][C:5]=3[O:9][N:8]=2)=[C:11]([CH2:21][CH2:22][CH3:23])[CH:12]=1. The catalyst class is: 26.